Dataset: Catalyst prediction with 721,799 reactions and 888 catalyst types from USPTO. Task: Predict which catalyst facilitates the given reaction. (1) Reactant: [O:1]1[CH2:6][CH2:5][O:4][C:3]2[CH:7]=[C:8]([N:11]3[C:20]4[C:15](=[CH:16][CH:17]=[CH:18][CH:19]=4)[N:14]=[C:13]([C:21]([O:23]CC)=[O:22])[C:12]3=[O:26])[CH:9]=[CH:10][C:2]1=2.[OH-].[Na+].Cl. Product: [O:1]1[CH2:6][CH2:5][O:4][C:3]2[CH:7]=[C:8]([N:11]3[C:20]4[C:15](=[CH:16][CH:17]=[CH:18][CH:19]=4)[N:14]=[C:13]([C:21]([OH:23])=[O:22])[C:12]3=[O:26])[CH:9]=[CH:10][C:2]1=2. The catalyst class is: 8. (2) Reactant: [Br:1][C:2]1[CH:7]=[CH:6][C:5]([CH:8]2[CH2:12][CH2:11][CH2:10][NH:9]2)=[CH:4][C:3]=1[F:13].C(=O)([O-])[O-].[K+].[K+].Cl[C:21]([O:23][CH2:24][C:25]1[CH:30]=[CH:29][CH:28]=[CH:27][CH:26]=1)=[O:22]. Product: [Br:1][C:2]1[CH:7]=[CH:6][C:5]([CH:8]2[CH2:12][CH2:11][CH2:10][N:9]2[C:21]([O:23][CH2:24][C:25]2[CH:30]=[CH:29][CH:28]=[CH:27][CH:26]=2)=[O:22])=[CH:4][C:3]=1[F:13]. The catalyst class is: 38. (3) Reactant: [CH2:1]([N:8]([CH2:26][C:27]1[CH:32]=[CH:31][CH:30]=[CH:29][CH:28]=1)[C:9]1[C:14]([N+:15]([O-])=O)=[C:13](/[CH:18]=[C:19](\[O-])/[C:20]([O:22][CH2:23][CH3:24])=[O:21])[CH:12]=[CH:11][N:10]=1)[C:2]1[CH:7]=[CH:6][CH:5]=[CH:4][CH:3]=1.[K+]. Product: [CH2:26]([N:8]([CH2:1][C:2]1[CH:3]=[CH:4][CH:5]=[CH:6][CH:7]=1)[C:9]1[N:10]=[CH:11][CH:12]=[C:13]2[CH:18]=[C:19]([C:20]([O:22][CH2:23][CH3:24])=[O:21])[NH:15][C:14]=12)[C:27]1[CH:32]=[CH:31][CH:30]=[CH:29][CH:28]=1. The catalyst class is: 180.